Predict the reaction yield, written as a fraction of the theoretical maximum amount of product (1.0 means a 100% yield; for example, 0.34 means a 34% yield). From a dataset of Reaction yield outcomes from USPTO patents with 853,638 reactions. (1) The reactants are [N:1]([C:12]([CH3:14])=[O:13])([CH2:7]NC(C)=O)[CH2:2][NH:3][C:4]([CH3:6])=[O:5].C1[CH2:19][O:18]CC1.C=[O:21].[C:22]([OH:25])(=[O:24])[CH3:23]. No catalyst specified. The product is [C:12]([N:1]([CH2:2][C:19]([OH:18])=[O:21])[CH2:7][C:22]([OH:25])=[O:24])(=[O:13])[CH3:14].[C:4]([NH:3][CH2:23][C:22]([OH:25])=[O:24])(=[O:5])[CH3:6]. The yield is 0.850. (2) The reactants are FC(F)(F)C(O)=O.[Br:8][C:9]1[CH:14]=[CH:13][N:12]=[C:11]2[NH:15][C:16]([CH2:18][C:19]([OH:21])=O)=[CH:17][C:10]=12.ON1C2C=CC=CC=2N=N1.CN(C)CCCN=C=NCC.C(N(CC)C(C)C)(C)C.[CH3:52][O:53][C:54]1[CH:59]=[CH:58][CH:57]=[C:56]([NH2:60])[CH:55]=1. The catalyst is CN(C=O)C. The product is [Br:8][C:9]1[CH:14]=[CH:13][N:12]=[C:11]2[NH:15][C:16]([CH2:18][C:19]([NH:60][C:56]3[CH:57]=[CH:58][CH:59]=[C:54]([O:53][CH3:52])[CH:55]=3)=[O:21])=[CH:17][C:10]=12. The yield is 0.110. (3) The yield is 0.900. The catalyst is C1C=CC(P(C2C=CC=CC=2)[C-]2C=CC=C2)=CC=1.C1C=CC(P(C2C=CC=CC=2)[C-]2C=CC=C2)=CC=1.Cl[Pd]Cl.[Fe+2].COCCOC. The product is [CH3:42][C:37]1([CH3:43])[C:38]([CH3:41])([CH3:40])[O:39][B:35]([C:2]2[CH:15]=[C:14]3[C:5]([C:6]4[CH:7]=[CH:8][C:9]([C:16]5[NH:20][C:19]([CH:21]6[CH:26]7[CH2:27][CH:23]([CH2:24][CH2:25]7)[N:22]6[C:28]([O:30][C:31]([CH3:34])([CH3:33])[CH3:32])=[O:29])=[N:18][CH:17]=5)=[CH:10][C:11]=4[CH2:12][CH2:13]3)=[CH:4][CH:3]=2)[O:36]1. The reactants are Br[C:2]1[CH:15]=[C:14]2[C:5]([C:6]3[CH:7]=[CH:8][C:9]([C:16]4[NH:20][C:19]([C@@H:21]5[C@@H:26]6[CH2:27][C@@H:23]([CH2:24][CH2:25]6)[N:22]5[C:28]([O:30][C:31]([CH3:34])([CH3:33])[CH3:32])=[O:29])=[N:18][CH:17]=4)=[CH:10][C:11]=3[CH2:12][CH2:13]2)=[CH:4][CH:3]=1.[B:35]1([B:35]2[O:39][C:38]([CH3:41])([CH3:40])[C:37]([CH3:43])([CH3:42])[O:36]2)[O:39][C:38]([CH3:41])([CH3:40])[C:37]([CH3:43])([CH3:42])[O:36]1.C([O-])(=O)C.[K+].